From a dataset of Peptide-MHC class I binding affinity with 185,985 pairs from IEDB/IMGT. Regression. Given a peptide amino acid sequence and an MHC pseudo amino acid sequence, predict their binding affinity value. This is MHC class I binding data. (1) The MHC is HLA-B40:01 with pseudo-sequence HLA-B40:01. The binding affinity (normalized) is 0. The peptide sequence is AFDWPELEF. (2) The peptide sequence is IIPALFEPER. The MHC is HLA-A68:01 with pseudo-sequence HLA-A68:01. The binding affinity (normalized) is 0.599. (3) The peptide sequence is ESPARLASAI. The MHC is HLA-A26:01 with pseudo-sequence HLA-A26:01. The binding affinity (normalized) is 0.223.